Dataset: Reaction yield outcomes from USPTO patents with 853,638 reactions. Task: Predict the reaction yield, written as a fraction of the theoretical maximum amount of product (1.0 means a 100% yield; for example, 0.34 means a 34% yield). The reactants are [CH2:1]([C:3]1[CH:8]=[CH:7][CH:6]=[CH:5][C:4]=1[OH:9])[CH3:2].[S-:10][C:11]#[N:12].[Na+].[Br-].[Na+].BrBr.C(=O)(O)[O-].[Na+]. The catalyst is CO. The product is [CH2:1]([C:3]1[CH:8]=[C:7]([S:10][C:11]#[N:12])[CH:6]=[CH:5][C:4]=1[OH:9])[CH3:2]. The yield is 0.930.